From a dataset of Reaction yield outcomes from USPTO patents with 853,638 reactions. Predict the reaction yield, written as a fraction of the theoretical maximum amount of product (1.0 means a 100% yield; for example, 0.34 means a 34% yield). (1) The reactants are [CH3:1][C:2]1[CH:7]=[CH:6][C:5]([S:8]([N:11]2[C:15]([C:16]3[CH:21]=[CH:20][CH:19]=[CH:18][CH:17]=3)=[CH:14][C:13]([C:22](OCC)=[O:23])=[CH:12]2)(=[O:10])=[O:9])=[CH:4][CH:3]=1.C1(C)C=CC=CC=1.[H-].C([Al+]CC(C)C)C(C)C.Cl. The catalyst is O1CCCC1. The product is [CH3:1][C:2]1[CH:3]=[CH:4][C:5]([S:8]([N:11]2[C:15]([C:16]3[CH:21]=[CH:20][CH:19]=[CH:18][CH:17]=3)=[CH:14][C:13]([CH2:22][OH:23])=[CH:12]2)(=[O:10])=[O:9])=[CH:6][CH:7]=1. The yield is 0.910. (2) The reactants are Cl.[CH2:2]1[C:7]2([CH2:12][CH2:11][NH:10][CH2:9][CH2:8]2)[CH2:6][CH2:5][CH:4]([NH:13][C:14]2[C:19]([Cl:20])=[CH:18][N:17]=[C:16]([NH:21][C:22]3[N:23]=[CH:24][N:25]([CH3:27])[CH:26]=3)[N:15]=2)[CH2:3]1.[C:28]([CH2:30][C:31](O)=[O:32])#[N:29].C1C=NC2N(O)N=NC=2C=1.CCN=C=NCCCN(C)C. The catalyst is C(Cl)Cl.CN(C=O)C. The product is [Cl:20][C:19]1[C:14]([NH:13][CH:4]2[CH2:5][CH2:6][C:7]3([CH2:8][CH2:9][N:10]([C:31](=[O:32])[CH2:30][C:28]#[N:29])[CH2:11][CH2:12]3)[CH2:2][CH2:3]2)=[N:15][C:16]([NH:21][C:22]2[N:23]=[CH:24][N:25]([CH3:27])[CH:26]=2)=[N:17][CH:18]=1. The yield is 0.288.